Predict the reaction yield, written as a fraction of the theoretical maximum amount of product (1.0 means a 100% yield; for example, 0.34 means a 34% yield). From a dataset of Reaction yield outcomes from USPTO patents with 853,638 reactions. The reactants are [CH3:1][O:2][C:3](=[O:29])[CH2:4][CH2:5][C:6]#[C:7][C:8]1[CH:13]=[CH:12][C:11]([CH2:14][CH2:15][CH2:16][CH2:17][N:18]2[C:26](=[O:27])[C:25]3[C:20](=[CH:21][CH:22]=[CH:23][CH:24]=3)[C:19]2=[O:28])=[CH:10][N:9]=1.C(N(CC)CC)C.[H][H]. The catalyst is O=[Pt]=O. The product is [CH3:1][O:2][C:3](=[O:29])[CH2:4][CH2:5][CH2:6][CH2:7][C:8]1[CH:13]=[CH:12][C:11]([CH2:14][CH2:15][CH2:16][CH2:17][N:18]2[C:26](=[O:27])[C:25]3[C:20](=[CH:21][CH:22]=[CH:23][CH:24]=3)[C:19]2=[O:28])=[CH:10][N:9]=1. The yield is 0.970.